This data is from Full USPTO retrosynthesis dataset with 1.9M reactions from patents (1976-2016). The task is: Predict the reactants needed to synthesize the given product. Given the product [NH2:15][C:13]1[N:14]=[C:9]([N:8]([CH2:1][C:2]2[CH:7]=[CH:6][CH:5]=[CH:4][CH:3]=2)[CH3:17])[N:10]=[C:11]([C:18]#[N:20])[N:12]=1, predict the reactants needed to synthesize it. The reactants are: [CH2:1]([N:8]([CH3:17])[C:9]1[N:14]=[C:13]([NH2:15])[N:12]=[C:11](Cl)[N:10]=1)[C:2]1[CH:7]=[CH:6][CH:5]=[CH:4][CH:3]=1.[C:18](#[N:20])C.